Dataset: hERG potassium channel inhibition data for cardiac toxicity prediction from Karim et al.. Task: Regression/Classification. Given a drug SMILES string, predict its toxicity properties. Task type varies by dataset: regression for continuous values (e.g., LD50, hERG inhibition percentage) or binary classification for toxic/non-toxic outcomes (e.g., AMES mutagenicity, cardiotoxicity, hepatotoxicity). Dataset: herg_karim. (1) The molecule is N[C@H]1CN(c2ccc(-n3ccc(OCc4ccccc4)cc3=O)cn2)C[C@@H]1c1cc(F)c(F)cc1F. The result is 1 (blocker). (2) The drug is Cc1ccc(Oc2ccc(Nc3ncnc4cccc(O[C@H](C)C(=O)N(C)CCO)c34)cc2C)cn1. The result is 0 (non-blocker). (3) The compound is COc1c(N2CC[C@@H](CN)C2)ccc2c(=O)c(C(=O)O)cn(C3CC3)c12. The result is 0 (non-blocker). (4) The molecule is Cn1c(SCCCN2CC[C@]3(C[C@@H]3c3ccc(C(F)(F)F)cc3)C2)nnc1-c1ccc(S(N)(=O)=O)cc1. The result is 1 (blocker). (5) The drug is F[C@@H]1CCNCC1c1c(-c2ccccc2)[nH]c2cc(Cl)ccc12. The result is 1 (blocker). (6) The drug is Cc1nnc(-c2cn3ncnc(Nc4cnc5[nH]ccc5c4)c3c2C(C)C)o1. The result is 1 (blocker).